From a dataset of Full USPTO retrosynthesis dataset with 1.9M reactions from patents (1976-2016). Predict the reactants needed to synthesize the given product. Given the product [CH3:33][N:34]([CH3:35])[C:25](=[O:26])[C:24]1[CH:23]=[CH:22][C:21]([C:18]2[CH:19]=[N:20][C:15]([O:14][CH2:13][CH:10]3[CH2:11][CH2:12][N:7]([CH2:6][C:3]4([C:2]([F:30])([F:31])[F:1])[CH2:5][CH2:4]4)[CH2:8][CH2:9]3)=[CH:16][CH:17]=2)=[CH:29][CH:28]=1, predict the reactants needed to synthesize it. The reactants are: [F:1][C:2]([F:31])([F:30])[C:3]1([CH2:6][N:7]2[CH2:12][CH2:11][CH:10]([CH2:13][O:14][C:15]3[N:20]=[CH:19][C:18]([C:21]4[CH:29]=[CH:28][C:24]([C:25](O)=[O:26])=[CH:23][CH:22]=4)=[CH:17][CH:16]=3)[CH2:9][CH2:8]2)[CH2:5][CH2:4]1.Cl.[CH3:33][NH:34][CH3:35].C(Cl)CCl.C1C=CC2N(O)N=NC=2C=1.CCN(C(C)C)C(C)C.[NH4+].[Cl-].